From a dataset of Peptide-MHC class II binding affinity with 134,281 pairs from IEDB. Regression. Given a peptide amino acid sequence and an MHC pseudo amino acid sequence, predict their binding affinity value. This is MHC class II binding data. (1) The binding affinity (normalized) is 0.330. The MHC is HLA-DQA10301-DQB10302 with pseudo-sequence HLA-DQA10301-DQB10302. The peptide sequence is SQKLELSWNLNGLQAY. (2) The peptide sequence is MEKNVTVTHAQDILEKT. The MHC is DRB1_0301 with pseudo-sequence DRB1_0301. The binding affinity (normalized) is 0.141. (3) The peptide sequence is TKKFDEVVKANGGYL. The MHC is DRB1_0101 with pseudo-sequence DRB1_0101. The binding affinity (normalized) is 0.651. (4) The peptide sequence is SYIAEMETESWIVDR. The MHC is DRB1_0405 with pseudo-sequence DRB1_0405. The binding affinity (normalized) is 0.287. (5) The peptide sequence is ARARRAALAAAGASR. The MHC is HLA-DPA10301-DPB10402 with pseudo-sequence HLA-DPA10301-DPB10402. The binding affinity (normalized) is 0.